From a dataset of Forward reaction prediction with 1.9M reactions from USPTO patents (1976-2016). Predict the product of the given reaction. Given the reactants [F:1][C:2]1[CH:23]=[CH:22][CH:21]=[C:20]([F:24])[C:3]=1[CH2:4][O:5][C:6]1[C:7]2[N:8]([C:13]([C:17](O)=[O:18])=[C:14]([CH3:16])[N:15]=2)[CH:9]=[CH:10][C:11]=1[F:12].CN(C(ON1N=NC2C=CC=NC1=2)=[N+](C)C)C.F[P-](F)(F)(F)(F)F.C(N(CC)C(C)C)(C)C.[CH3:58][C:59]([NH2:65])([CH2:62][CH2:63][CH3:64])[CH2:60][NH2:61].C(#N)C.C(O)(C(F)(F)F)=O, predict the reaction product. The product is: [NH2:65][C:59]([CH3:58])([CH2:62][CH2:63][CH3:64])[CH2:60][NH:61][C:17]([C:13]1[N:8]2[CH:9]=[CH:10][C:11]([F:12])=[C:6]([O:5][CH2:4][C:3]3[C:2]([F:1])=[CH:23][CH:22]=[CH:21][C:20]=3[F:24])[C:7]2=[N:15][C:14]=1[CH3:16])=[O:18].